This data is from Forward reaction prediction with 1.9M reactions from USPTO patents (1976-2016). The task is: Predict the product of the given reaction. (1) Given the reactants C(O[C:4](=[O:15])[C:5]([N:10]1[CH:14]=[CH:13][N:12]=[N:11]1)=[CH:6][N:7](C)C)C.[NH:16]([C:18]1[N:23]=[CH:22][N:21]=[C:20]([N:24]2[CH2:27][CH:26]([OH:28])[CH2:25]2)[CH:19]=1)N.C1COCC1.O.C1(C)C=CC(S(O)(=O)=O)=CC=1, predict the reaction product. The product is: [OH:28][CH:26]1[CH2:27][N:24]([C:20]2[N:21]=[CH:22][N:23]=[C:18]([N:16]3[C:4](=[O:15])[C:5]([N:10]4[CH:14]=[CH:13][N:12]=[N:11]4)=[CH:6][NH:7]3)[CH:19]=2)[CH2:25]1. (2) Given the reactants [NH:1]1[CH2:6][CH2:5][CH:4]([CH2:7][OH:8])[CH2:3][CH2:2]1.C(N(CC)CC)C.[CH2:16]([O:18][C:19](Cl)=[O:20])[CH3:17], predict the reaction product. The product is: [OH:8][CH2:7][CH:4]1[CH2:5][CH2:6][N:1]([C:19]([O:18][CH2:16][CH3:17])=[O:20])[CH2:2][CH2:3]1. (3) The product is: [C:46](=[O:47])([O:45][C:41]([CH3:42])([CH3:43])[CH3:44])[O:76][C:72]([CH3:75])([CH3:74])[CH3:73].[C:72]([O:76][C:77]([N:79]1[CH2:84][CH2:83][CH:82]([C:85]([N:27]2[C:17]3[N:18]=[C:19]([N:21]4[CH2:26][CH2:25][O:24][CH2:23][CH2:22]4)[N:20]=[C:15]([C:12]4[CH:11]=[N:10][C:9]([N:8]([CH2:7][C:6]5[CH:5]=[CH:4][C:3]([O:2][CH3:1])=[CH:40][CH:39]=5)[CH2:30][C:31]5[CH:32]=[CH:33][C:34]([O:37][CH3:38])=[CH:35][CH:36]=5)=[N:14][CH:13]=4)[C:16]=3[CH2:29][CH2:28]2)=[O:86])[CH2:81][CH2:80]1)=[O:78])([CH3:75])([CH3:74])[CH3:73]. Given the reactants [CH3:1][O:2][C:3]1[CH:40]=[CH:39][C:6]([CH2:7][N:8]([CH2:30][C:31]2[CH:36]=[CH:35][C:34]([O:37][CH3:38])=[CH:33][CH:32]=2)[C:9]2[N:14]=[CH:13][C:12]([C:15]3[C:16]4[CH2:29][CH2:28][NH:27][C:17]=4[N:18]=[C:19]([N:21]4[CH2:26][CH2:25][O:24][CH2:23][CH2:22]4)[N:20]=3)=[CH:11][N:10]=2)=[CH:5][CH:4]=1.[C:41]([O:45][C:46](N1CCC(C(=O)NC2C=CC(Br)=CC=2)CC1)=[O:47])([CH3:44])([CH3:43])[CH3:42].BrC1C=CC(N)=CC=1.[C:72]([O:76][C:77]([N:79]1[CH2:84][CH2:83][CH:82]([C:85](O)=[O:86])[CH2:81][CH2:80]1)=[O:78])([CH3:75])([CH3:74])[CH3:73], predict the reaction product. (4) Given the reactants [S:1]1[CH:5]=[CH:4][C:3]2[C:6]([N:10]3[CH2:15][CH2:14][N:13]([CH2:16][CH2:17][CH2:18][O:19][C:20]4[CH:21]=[C:22]5[C:27](=[CH:28][CH:29]=4)[C:26](=[O:30])[N:25]([CH3:31])[CH:24]=[CH:23]5)[CH2:12][CH2:11]3)=[CH:7][CH:8]=[CH:9][C:2]1=2.S1C=CC2C(N3CCN(CCCOC4C=C5C(=CC=4)C(=O)NC=C5)CC3)=CC=CC1=2.CI.C(O)C.[ClH:67], predict the reaction product. The product is: [ClH:67].[S:1]1[CH:5]=[CH:4][C:3]2[C:6]([N:10]3[CH2:15][CH2:14][N:13]([CH2:16][CH2:17][CH2:18][O:19][C:20]4[CH:21]=[C:22]5[C:27](=[CH:28][CH:29]=4)[C:26](=[O:30])[N:25]([CH3:31])[CH:24]=[CH:23]5)[CH2:12][CH2:11]3)=[CH:7][CH:8]=[CH:9][C:2]1=2.